This data is from Reaction yield outcomes from USPTO patents with 853,638 reactions. The task is: Predict the reaction yield, written as a fraction of the theoretical maximum amount of product (1.0 means a 100% yield; for example, 0.34 means a 34% yield). (1) The reactants are [CH3:13][C:12]([O:11][C:9](O[C:9]([O:11][C:12]([CH3:15])([CH3:14])[CH3:13])=[O:10])=[O:10])([CH3:15])[CH3:14].C(N(CC)CC)C.[Si:23]([O:30][CH2:31][CH:32]([C:40]1([NH2:43])[CH2:42][CH2:41]1)[C:33]1[CH:38]=[CH:37][C:36]([Cl:39])=[CH:35][CH:34]=1)([C:26]([CH3:29])([CH3:28])[CH3:27])([CH3:25])[CH3:24]. The catalyst is CN(C1C=CN=CC=1)C.C1COCC1. The product is [Si:23]([O:30][CH2:31][CH:32]([C:40]1([NH:43][C:9](=[O:10])[O:11][C:12]([CH3:13])([CH3:14])[CH3:15])[CH2:42][CH2:41]1)[C:33]1[CH:38]=[CH:37][C:36]([Cl:39])=[CH:35][CH:34]=1)([C:26]([CH3:28])([CH3:29])[CH3:27])([CH3:25])[CH3:24]. The yield is 0.700. (2) The reactants are [CH2:1]([O:8][C:9]([N:11]1[CH2:16][CH2:15][CH2:14][CH2:13][C@H:12]1[C:17]1[NH:21][C:20]2[CH:22]=[CH:23][C:24]([C:26]#[CH:27])=[CH:25][C:19]=2[N:18]=1)=[O:10])[C:2]1[CH:7]=[CH:6][CH:5]=[CH:4][CH:3]=1. The catalyst is CC1C=CC(C(C)C)=CC=1.CC1C=CC(C(C)C)=CC=1.Cl[Ru]Cl.Cl[Ru]Cl. The product is [CH2:1]([O:8][C:9]([N:11]1[CH2:16][CH2:15][CH2:14][CH2:13][C@H:12]1[C:17]1[NH:21][C:20]2[CH:22]=[CH:23][C:24](/[CH:26]=[CH:27]/[C:27]#[C:26][C:24]3[CH:23]=[CH:22][C:20]4[NH:21][C:17]([C@@H:12]5[CH2:13][CH2:14][CH2:15][CH2:16][N:11]5[C:9]([O:8][CH2:1][C:2]5[CH:3]=[CH:4][CH:5]=[CH:6][CH:7]=5)=[O:10])=[N:18][C:19]=4[CH:25]=3)=[CH:25][C:19]=2[N:18]=1)=[O:10])[C:2]1[CH:3]=[CH:4][CH:5]=[CH:6][CH:7]=1. The yield is 0.0700. (3) The reactants are [S:1]1[CH:5]=[CH:4][CH:3]=[C:2]1[C:6]1[O:10][N:9]=[C:8]([CH:11]=O)[CH:7]=1.[CH3:13][O:14][C:15]1[CH:24]=[C:23]2[C:18]([N:19]=[CH:20][C:21]([S:25][CH2:26][CH2:27][N:28]3[CH2:33][CH2:32][CH:31]([NH2:34])[CH2:30][CH2:29]3)=[N:22]2)=[CH:17][CH:16]=1. No catalyst specified. The product is [CH3:13][O:14][C:15]1[CH:24]=[C:23]2[C:18]([N:19]=[CH:20][C:21]([S:25][CH2:26][CH2:27][N:28]3[CH2:29][CH2:30][CH:31]([NH:34][CH2:11][C:8]4[CH:7]=[C:6]([C:2]5[S:1][CH:5]=[CH:4][CH:3]=5)[O:10][N:9]=4)[CH2:32][CH2:33]3)=[N:22]2)=[CH:17][CH:16]=1. The yield is 0.520. (4) The reactants are C([O:4][CH:5]1[C:9]2=[N:10][CH:11]=[C:12]([NH:32][C:33]([C:35]3[N:36]=[C:37]([C:48]4[C:53]([F:54])=[CH:52][CH:51]=[CH:50][C:49]=4[F:55])[S:38][C:39]=3[NH:40]C(OC(C)(C)C)=O)=[O:34])[C:13]([N:14]3[CH2:19][C@H:18]([C:20]([F:23])([F:22])[F:21])[CH2:17][C@H:16]([NH:24]C(OC(C)(C)C)=O)[CH2:15]3)=[C:8]2[CH2:7][CH2:6]1)(=O)C.[OH-].[Na+].O.CO. The catalyst is C1COCC1. The product is [NH2:40][C:39]1[S:38][C:37]([C:48]2[C:49]([F:55])=[CH:50][CH:51]=[CH:52][C:53]=2[F:54])=[N:36][C:35]=1[C:33]([NH:32][C:12]1[C:13]([N:14]2[CH2:19][C@H:18]([C:20]([F:22])([F:23])[F:21])[CH2:17][C@H:16]([NH2:24])[CH2:15]2)=[C:8]2[CH2:7][CH2:6][CH:5]([OH:4])[C:9]2=[N:10][CH:11]=1)=[O:34]. The yield is 0.240. (5) The reactants are [N:1]1([CH2:8][C:9]([NH:11][C@@H:12]([C:24]([NH:26][CH:27]2[CH2:35][C:34]3[C:29](=[CH:30][CH:31]=[CH:32][CH:33]=3)[CH2:28]2)=[O:25])[CH2:13][CH2:14][CH2:15][NH:16]C(=O)OC(C)(C)C)=[O:10])[CH2:7][CH2:6][CH2:5][NH:4][CH2:3][CH2:2]1. The catalyst is C(O)(C(F)(F)F)=O. The product is [N:1]1([CH2:8][C:9]([NH:11][C@H:12]([CH2:13][CH2:14][CH2:15][NH2:16])[C:24]([NH:26][CH:27]2[CH2:35][C:34]3[C:29](=[CH:30][CH:31]=[CH:32][CH:33]=3)[CH2:28]2)=[O:25])=[O:10])[CH2:7][CH2:6][CH2:5][NH:4][CH2:3][CH2:2]1. The yield is 0.700. (6) The reactants are [Cl:1][C:2]1[C:3]([F:20])=[C:4]([NH:8][C:9]([CH3:19])=[C:10]([N+:16]([O-])=O)[C:11]([O:13][CH2:14][CH3:15])=[O:12])[CH:5]=[CH:6][CH:7]=1.[CH2:21](OC(OCC)OCC)C. The catalyst is [Pt]. The product is [Cl:1][C:2]1[C:3]([F:20])=[C:4]([N:8]2[C:9]([CH3:19])=[C:10]([C:11]([O:13][CH2:14][CH3:15])=[O:12])[N:16]=[CH:21]2)[CH:5]=[CH:6][CH:7]=1. The yield is 0.610. (7) The reactants are [H-].[Na+].[Br-].[O:4]1[CH2:8][CH2:7][O:6][CH:5]1[CH2:9][CH2:10][P+](C1C=CC=CC=1)(C1C=CC=CC=1)C1C=CC=CC=1.[CH2:30]([O:37][C:38]1[CH:45]=[CH:44][C:41]([CH:42]=O)=[CH:40][CH:39]=1)[C:31]1[CH:36]=[CH:35][CH:34]=[CH:33][CH:32]=1.Cl. The catalyst is CS(C)=O.O.O1CCCC1. The product is [CH2:30]([O:37][C:38]1[CH:39]=[CH:40][C:41](/[CH:42]=[CH:10]/[CH2:9][CH:5]2[O:4][CH2:8][CH2:7][O:6]2)=[CH:44][CH:45]=1)[C:31]1[CH:32]=[CH:33][CH:34]=[CH:35][CH:36]=1. The yield is 0.860.